From a dataset of Full USPTO retrosynthesis dataset with 1.9M reactions from patents (1976-2016). Predict the reactants needed to synthesize the given product. (1) Given the product [Br:1][C:2]1[CH:12]=[CH:11][C:5]2[O:6][C:7]3[C:8](=[O:9])[NH:10][C:19]([CH2:20][NH:15][CH:16]4[CH2:17][CH2:18][CH2:21]4)=[N:14][C:13]=3[C:4]=2[CH:3]=1, predict the reactants needed to synthesize it. The reactants are: [Br:1][C:2]1[CH:12]=[CH:11][C:5]([O:6][CH2:7][C:8]([NH2:10])=[O:9])=[C:4]([C:13]#[N:14])[CH:3]=1.[NH:15]1[CH2:20][CH2:19][CH2:18][CH2:17][CH2:16]1.[CH:21]1(N)CCC1. (2) Given the product [N:1]1([CH2:6][CH2:7][CH2:8][N:9]2[CH:18]([C:19]3[CH:20]=[CH:21][CH:22]=[CH:23][CH:24]=3)[C:29](=[O:27])[NH:30][C:10]2=[O:17])[CH:5]=[CH:4][N:3]=[CH:2]1, predict the reactants needed to synthesize it. The reactants are: [N:1]1([CH2:6][CH2:7][CH2:8][NH2:9])[CH:5]=[CH:4][N:3]=[CH:2]1.[CH:10](=[O:17])C1C=CC=CC=1.[CH2:18]([N+]#[C-])[C:19]1[CH:24]=[CH:23][CH:22]=[CH:21][CH:20]=1.[O:27]([C:29]#[N:30])[K]. (3) Given the product [CH3:18][O:19][C:20](=[O:31])[C:21]1[CH:26]=[C:25]([N+:27]([O-:29])=[O:28])[CH:24]=[CH:23][C:22]=1[NH:17][C:14]1[CH:13]=[CH:12][C:11]([CH2:10][CH2:9][C:4]2[CH:5]=[CH:6][C:7]([CH3:8])=[C:2]([CH3:1])[CH:3]=2)=[CH:16][CH:15]=1, predict the reactants needed to synthesize it. The reactants are: [CH3:1][C:2]1[CH:3]=[C:4]([CH2:9][CH2:10][C:11]2[CH:16]=[CH:15][C:14]([NH2:17])=[CH:13][CH:12]=2)[CH:5]=[CH:6][C:7]=1[CH3:8].[CH3:18][O:19][C:20](=[O:31])[C:21]1[CH:26]=[C:25]([N+:27]([O-:29])=[O:28])[CH:24]=[CH:23][C:22]=1Br.C(=O)([O-])[O-].[Cs+].[Cs+]. (4) Given the product [Cl:1][C:2]1[CH:3]=[C:4]([C:5]([N:16]2[C:17]3[CH:22]=[CH:21][CH:20]=[CH:19][C:18]=3[O:13][CH2:14][CH2:15]2)=[O:6])[CH:8]=[C:9]([Cl:12])[C:10]=1[OH:11], predict the reactants needed to synthesize it. The reactants are: [Cl:1][C:2]1[CH:3]=[C:4]([CH:8]=[C:9]([Cl:12])[C:10]=1[OH:11])[C:5](Cl)=[O:6].[O:13]1[C:18]2[CH:19]=[CH:20][CH:21]=[CH:22][C:17]=2[NH:16][CH2:15][CH2:14]1.C(O)C. (5) Given the product [F:21][C:19]1([F:22])[O:18][C:17]2[CH:23]=[CH:24][C:14]([C:11]3([C:9]([NH:8][C:6]4[N:7]=[C:2]([C:34]5[C:29]([O:28][CH3:27])=[N:30][CH:31]=[C:32]([CH3:38])[CH:33]=5)[C:3]([CH3:26])=[C:4]([CH3:25])[CH:5]=4)=[O:10])[CH2:13][CH2:12]3)=[CH:15][C:16]=2[O:20]1, predict the reactants needed to synthesize it. The reactants are: Cl[C:2]1[N:7]=[C:6]([NH:8][C:9]([C:11]2([C:14]3[CH:24]=[CH:23][C:17]4[O:18][C:19]([F:22])([F:21])[O:20][C:16]=4[CH:15]=3)[CH2:13][CH2:12]2)=[O:10])[CH:5]=[C:4]([CH3:25])[C:3]=1[CH3:26].[CH3:27][O:28][C:29]1[C:34](B(O)O)=[CH:33][C:32]([CH3:38])=[CH:31][N:30]=1.C([O-])([O-])=O.[Na+].[Na+]. (6) Given the product [CH2:33]([O:32][C:28](=[O:31])[CH:29]([OH:30])[CH:14]([C:11]1[CH:10]=[CH:9][C:8]([O:7][CH:1]2[CH2:6][CH2:5][CH2:4][CH2:3][CH2:2]2)=[CH:13][CH:12]=1)[C:15](=[O:20])[CH2:16][CH2:17][CH2:18][CH3:19])[CH3:34], predict the reactants needed to synthesize it. The reactants are: [CH:1]1([O:7][C:8]2[CH:13]=[CH:12][C:11]([CH2:14][C:15](=[O:20])[CH2:16][CH2:17][CH2:18][CH3:19])=[CH:10][CH:9]=2)[CH2:6][CH2:5][CH2:4][CH2:3][CH2:2]1.C(N(CC)CC)C.[C:28]([O:32][CH2:33][CH3:34])(=[O:31])[CH:29]=[O:30].